Dataset: NCI-60 drug combinations with 297,098 pairs across 59 cell lines. Task: Regression. Given two drug SMILES strings and cell line genomic features, predict the synergy score measuring deviation from expected non-interaction effect. (1) Drug 1: CCCS(=O)(=O)NC1=C(C(=C(C=C1)F)C(=O)C2=CNC3=C2C=C(C=N3)C4=CC=C(C=C4)Cl)F. Drug 2: CCN(CC)CCCC(C)NC1=C2C=C(C=CC2=NC3=C1C=CC(=C3)Cl)OC. Cell line: HCT-15. Synergy scores: CSS=18.4, Synergy_ZIP=8.64, Synergy_Bliss=5.48, Synergy_Loewe=-14.3, Synergy_HSA=3.30. (2) Drug 1: C1=C(C(=O)NC(=O)N1)F. Drug 2: C1=NC2=C(N=C(N=C2N1C3C(C(C(O3)CO)O)F)Cl)N. Cell line: SNB-19. Synergy scores: CSS=43.7, Synergy_ZIP=-7.29, Synergy_Bliss=-7.79, Synergy_Loewe=-3.58, Synergy_HSA=-1.64. (3) Drug 1: CCC1=CC2CC(C3=C(CN(C2)C1)C4=CC=CC=C4N3)(C5=C(C=C6C(=C5)C78CCN9C7C(C=CC9)(C(C(C8N6C)(C(=O)OC)O)OC(=O)C)CC)OC)C(=O)OC.C(C(C(=O)O)O)(C(=O)O)O. Drug 2: CNC(=O)C1=NC=CC(=C1)OC2=CC=C(C=C2)NC(=O)NC3=CC(=C(C=C3)Cl)C(F)(F)F. Cell line: NCI-H460. Synergy scores: CSS=68.8, Synergy_ZIP=2.28, Synergy_Bliss=1.14, Synergy_Loewe=-17.4, Synergy_HSA=1.56. (4) Drug 1: C1=CC(=CC=C1CCC2=CNC3=C2C(=O)NC(=N3)N)C(=O)NC(CCC(=O)O)C(=O)O. Drug 2: CC1C(C(CC(O1)OC2CC(CC3=C2C(=C4C(=C3O)C(=O)C5=C(C4=O)C(=CC=C5)OC)O)(C(=O)C)O)N)O.Cl. Cell line: HOP-92. Synergy scores: CSS=26.9, Synergy_ZIP=-8.55, Synergy_Bliss=-1.40, Synergy_Loewe=0.0682, Synergy_HSA=0.889. (5) Drug 2: CC1C(C(CC(O1)OC2CC(OC(C2O)C)OC3=CC4=CC5=C(C(=O)C(C(C5)C(C(=O)C(C(C)O)O)OC)OC6CC(C(C(O6)C)O)OC7CC(C(C(O7)C)O)OC8CC(C(C(O8)C)O)(C)O)C(=C4C(=C3C)O)O)O)O. Drug 1: CC1C(C(CC(O1)OC2CC(CC3=C2C(=C4C(=C3O)C(=O)C5=C(C4=O)C(=CC=C5)OC)O)(C(=O)C)O)N)O.Cl. Synergy scores: CSS=3.95, Synergy_ZIP=-1.06, Synergy_Bliss=1.96, Synergy_Loewe=-4.98, Synergy_HSA=-0.538. Cell line: HCT-15. (6) Drug 1: C1=NC2=C(N1)C(=S)N=C(N2)N. Drug 2: CC1C(C(=O)NC(C(=O)N2CCCC2C(=O)N(CC(=O)N(C(C(=O)O1)C(C)C)C)C)C(C)C)NC(=O)C3=C4C(=C(C=C3)C)OC5=C(C(=O)C(=C(C5=N4)C(=O)NC6C(OC(=O)C(N(C(=O)CN(C(=O)C7CCCN7C(=O)C(NC6=O)C(C)C)C)C)C(C)C)C)N)C. Synergy scores: CSS=26.3, Synergy_ZIP=5.20, Synergy_Bliss=4.98, Synergy_Loewe=4.27, Synergy_HSA=4.36. Cell line: OVCAR-4. (7) Cell line: IGROV1. Drug 1: CN1CCC(CC1)COC2=C(C=C3C(=C2)N=CN=C3NC4=C(C=C(C=C4)Br)F)OC. Drug 2: COC1=C2C(=CC3=C1OC=C3)C=CC(=O)O2. Synergy scores: CSS=49.7, Synergy_ZIP=0.468, Synergy_Bliss=1.43, Synergy_Loewe=-31.6, Synergy_HSA=1.17. (8) Synergy scores: CSS=1.46, Synergy_ZIP=-2.01, Synergy_Bliss=-2.02, Synergy_Loewe=-2.02, Synergy_HSA=-1.98. Drug 2: C1CC(=O)NC(=O)C1N2CC3=C(C2=O)C=CC=C3N. Drug 1: CS(=O)(=O)C1=CC(=C(C=C1)C(=O)NC2=CC(=C(C=C2)Cl)C3=CC=CC=N3)Cl. Cell line: SK-OV-3. (9) Synergy scores: CSS=17.0, Synergy_ZIP=-6.29, Synergy_Bliss=-2.11, Synergy_Loewe=-1.03, Synergy_HSA=-0.516. Drug 2: N.N.Cl[Pt+2]Cl. Cell line: PC-3. Drug 1: COC1=C(C=C2C(=C1)N=CN=C2NC3=CC(=C(C=C3)F)Cl)OCCCN4CCOCC4. (10) Drug 1: C1C(C(OC1N2C=NC3=C(N=C(N=C32)Cl)N)CO)O. Drug 2: N.N.Cl[Pt+2]Cl. Cell line: RXF 393. Synergy scores: CSS=11.7, Synergy_ZIP=-1.04, Synergy_Bliss=-3.28, Synergy_Loewe=-11.3, Synergy_HSA=-5.15.